From a dataset of Full USPTO retrosynthesis dataset with 1.9M reactions from patents (1976-2016). Predict the reactants needed to synthesize the given product. (1) The reactants are: C(N1CC2(CCN(C3C=CC(O)=CC=3)CC2)OCC1=O)C.Br.[Br:23][CH2:24][CH2:25][CH2:26][N:27]1[CH2:32][CH2:31][CH2:30][C@H:29](C)[CH2:28]1. Given the product [BrH:23].[Br:23][CH2:24][CH2:25][CH2:26][N:27]1[CH2:32][CH2:31][CH2:30][CH2:29][CH2:28]1, predict the reactants needed to synthesize it. (2) Given the product [ClH:1].[CH2:20]([CH:27]1[CH2:31][CH2:30][N:29]([C:2]2[C:11]3[C:6](=[CH:7][CH:8]=[C:9]([O:12][C:13]4[CH:18]=[CH:17][CH:16]=[CH:15][CH:14]=4)[CH:10]=3)[N:5]=[C:4]([CH3:19])[CH:3]=2)[CH2:28]1)[C:21]1[CH:26]=[CH:25][CH:24]=[CH:23][CH:22]=1, predict the reactants needed to synthesize it. The reactants are: [Cl:1][C:2]1[C:11]2[C:6](=[CH:7][CH:8]=[C:9]([O:12][C:13]3[CH:18]=[CH:17][CH:16]=[CH:15][CH:14]=3)[CH:10]=2)[N:5]=[C:4]([CH3:19])[CH:3]=1.[CH2:20]([CH:27]1[CH2:31][CH2:30][NH:29][CH2:28]1)[C:21]1[CH:26]=[CH:25][CH:24]=[CH:23][CH:22]=1.Cl. (3) Given the product [Cl:28][C:29]1[CH:34]=[CH:33][C:32]([S:35]([CH:38]([C:48]2[CH:53]=[C:52]([F:54])[CH:51]=[CH:50][C:49]=2[F:55])[C:39]2[CH:40]=[CH:41][C:42]([C:45]([NH:20][C:21]3[CH:26]=[CH:25][C:24]([Cl:27])=[CH:23][N:22]=3)=[O:46])=[CH:43][N:44]=2)(=[O:37])=[O:36])=[CH:31][CH:30]=1, predict the reactants needed to synthesize it. The reactants are: C(N(CC)CC)C.Cl.C(N=C=NCCCN(C)C)C.[NH2:20][C:21]1[CH:26]=[CH:25][C:24]([Cl:27])=[CH:23][N:22]=1.[Cl:28][C:29]1[CH:34]=[CH:33][C:32]([S:35]([CH:38]([C:48]2[CH:53]=[C:52]([F:54])[CH:51]=[CH:50][C:49]=2[F:55])[C:39]2[N:44]=[CH:43][C:42]([C:45](O)=[O:46])=[CH:41][CH:40]=2)(=[O:37])=[O:36])=[CH:31][CH:30]=1.